This data is from Full USPTO retrosynthesis dataset with 1.9M reactions from patents (1976-2016). The task is: Predict the reactants needed to synthesize the given product. (1) Given the product [NH2:15][C:16]1[C:17]([SH:2])=[N:18][C:19](=[O:26])[N:20]([CH2:23][CH2:24][CH3:25])[C:21]=1[NH2:22], predict the reactants needed to synthesize it. The reactants are: P12(SP3(SP(SP(S3)(S1)=S)(=S)S2)=S)=[S:2].[NH2:15][C:16]1[C:17](=O)[NH:18][C:19](=[O:26])[N:20]([CH2:23][CH2:24][CH3:25])[C:21]=1[NH2:22]. (2) Given the product [NH:24]1[C:25]2[C:21](=[CH:20][C:19]([C:9]3[N:8]=[C:7]([CH2:6][NH:35][CH2:34][C:33]4[CH:36]=[CH:37][C:30]([O:29][CH3:28])=[CH:31][CH:32]=4)[CH:12]=[C:11]([N:13]4[CH2:18][CH2:17][O:16][CH2:15][CH2:14]4)[N:10]=3)=[CH:27][CH:26]=2)[CH:22]=[CH:23]1, predict the reactants needed to synthesize it. The reactants are: CS(O[CH2:6][C:7]1[CH:12]=[C:11]([N:13]2[CH2:18][CH2:17][O:16][CH2:15][CH2:14]2)[N:10]=[C:9]([C:19]2[CH:20]=[C:21]3[C:25](=[CH:26][CH:27]=2)[NH:24][CH:23]=[CH:22]3)[N:8]=1)(=O)=O.[CH3:28][O:29][C:30]1[CH:37]=[CH:36][C:33]([CH2:34][NH2:35])=[CH:32][CH:31]=1.CCN(C(C)C)C(C)C.CN1C(=O)CCC1.